This data is from Forward reaction prediction with 1.9M reactions from USPTO patents (1976-2016). The task is: Predict the product of the given reaction. (1) Given the reactants [Br:1][C:2]1[C:3]([NH2:9])=[N:4][CH:5]=[C:6](Br)[N:7]=1.[C:10]1(B(O)O)[CH:15]=[CH:14][CH:13]=[CH:12][CH:11]=1.C(=O)([O-])[O-].[Cs+].[Cs+], predict the reaction product. The product is: [NH2:9][C:3]1[C:2]([Br:1])=[N:7][C:6]([C:10]2[CH:15]=[CH:14][CH:13]=[CH:12][CH:11]=2)=[CH:5][N:4]=1. (2) Given the reactants C([N:8]1[CH2:13][CH2:12][O:11][C@@H:10]([C:14]2[CH:19]=[CH:18][C:17]([F:20])=[CH:16][CH:15]=2)[CH2:9]1)C1C=CC=CC=1.[Cl:21]C(OC(Cl)C)=O.CCOC(C)=O.CCOC(C)=O.CO, predict the reaction product. The product is: [ClH:21].[F:20][C:17]1[CH:16]=[CH:15][C:14]([C@@H:10]2[O:11][CH2:12][CH2:13][NH:8][CH2:9]2)=[CH:19][CH:18]=1.